This data is from Full USPTO retrosynthesis dataset with 1.9M reactions from patents (1976-2016). The task is: Predict the reactants needed to synthesize the given product. (1) Given the product [CH2:1]([N:8]1[CH2:9][CH:10]=[C:11]([C:15]2[CH:20]=[C:19]([Cl:21])[CH:18]=[CH:17][C:16]=2[O:22][CH3:23])[CH2:12][CH2:13]1)[C:2]1[CH:7]=[CH:6][CH:5]=[CH:4][CH:3]=1, predict the reactants needed to synthesize it. The reactants are: [CH2:1]([N:8]1[CH2:13][CH2:12][C:11]([C:15]2[CH:20]=[C:19]([Cl:21])[CH:18]=[CH:17][C:16]=2[O:22][CH3:23])(O)[CH2:10][CH2:9]1)[C:2]1[CH:7]=[CH:6][CH:5]=[CH:4][CH:3]=1.CC1C=CC(S(O)(=O)=O)=CC=1.O. (2) Given the product [F:34][C:35]([F:55])([F:54])[S:36]([O:32][C:15]1[CH:16]=[CH:17][C:18]([O:20][CH2:21][C:22]2[CH:31]=[CH:30][C:29]3[C:24](=[CH:25][CH:26]=[CH:27][CH:28]=3)[N:23]=2)=[CH:19][C:14]=1[C:6]1([C:8]2[CH:9]=[CH:10][CH:11]=[CH:12][CH:13]=2)[CH2:7][C:4]([CH3:33])([CH3:3])[CH2:5]1)(=[O:38])=[O:37], predict the reactants needed to synthesize it. The reactants are: [H-].[Na+].[CH3:3][C:4]1([CH3:33])[CH2:7][C:6]([C:14]2[CH:19]=[C:18]([O:20][CH2:21][C:22]3[CH:31]=[CH:30][C:29]4[C:24](=[CH:25][CH:26]=[CH:27][CH:28]=4)[N:23]=3)[CH:17]=[CH:16][C:15]=2[OH:32])([C:8]2[CH:13]=[CH:12][CH:11]=[CH:10][CH:9]=2)[CH2:5]1.[F:34][C:35]([F:55])([F:54])[S:36](N(C1C=CC(Cl)=CN=1)[S:36]([C:35]([F:55])([F:54])[F:34])(=[O:38])=[O:37])(=[O:38])=[O:37].O.